Dataset: Forward reaction prediction with 1.9M reactions from USPTO patents (1976-2016). Task: Predict the product of the given reaction. (1) The product is: [F:18][C:19]1[CH:24]=[CH:23][C:22]([C:25]2[CH:30]=[CH:29][N:28]=[C:27]([N:31]3[CH2:32][CH2:33][N:34]([C:8]([NH:7][C:3]4[CH:2]=[N:1][CH:6]=[CH:5][CH:4]=4)=[O:15])[CH2:35][CH2:36]3)[N:26]=2)=[CH:21][CH:20]=1. Given the reactants [N:1]1[CH:6]=[CH:5][CH:4]=[C:3]([NH:7][C:8](=[O:15])OCC(Cl)(Cl)Cl)[CH:2]=1.Cl.Cl.[F:18][C:19]1[CH:24]=[CH:23][C:22]([C:25]2[CH:30]=[CH:29][N:28]=[C:27]([N:31]3[CH2:36][CH2:35][NH:34][CH2:33][CH2:32]3)[N:26]=2)=[CH:21][CH:20]=1, predict the reaction product. (2) Given the reactants Cl[C:2]1[CH:7]=[C:6]([C:8]2[C:16]3[C:11](=[N:12][CH:13]=[CH:14][CH:15]=3)[NH:10][CH:9]=2)[CH:5]=[C:4]([Cl:17])[N:3]=1.[C@@H:18]1([NH2:25])[CH2:23][CH2:22][CH2:21][CH2:20][C@H:19]1[NH2:24], predict the reaction product. The product is: [Cl:17][C:4]1[N:3]=[C:2]([NH:24][C@@H:19]2[CH2:20][CH2:21][CH2:22][CH2:23][C@H:18]2[NH2:25])[CH:7]=[C:6]([C:8]2[C:16]3[C:11](=[N:12][CH:13]=[CH:14][CH:15]=3)[NH:10][CH:9]=2)[CH:5]=1. (3) Given the reactants [H-].[Na+].[CH3:3][C:4]1[C:13]([CH3:14])=[C:12]([OH:15])[C:11]2[C:6](=[CH:7][C:8]([Cl:17])=[C:9]([F:16])[CH:10]=2)[N:5]=1.C(C1C(C)=C([O:31][C:32]([CH:34]2[CH2:36][CH2:35]2)=O)C2C(=CC(F)=C(F)C=2)N=1)C.[CH2:39]([C:41]1[C:50]([CH3:51])=[C:49]([O:52][C:53]([CH:55]2[CH2:57][CH2:56]2)=[O:54])[C:48]2[C:43](=[CH:44][CH:45]=[C:46]([F:59])[C:47]=2F)[N:42]=1)C, predict the reaction product. The product is: [CH3:3][C:4]1[C:13]([CH3:14])=[C:12]([O:15][C:32]([CH:34]2[CH2:36][CH2:35]2)=[O:31])[C:11]2[C:6](=[CH:7][C:8]([Cl:17])=[C:9]([F:16])[CH:10]=2)[N:5]=1.[CH3:39][C:41]1[C:50]([CH3:51])=[C:49]([O:52][C:53]([CH:55]2[CH2:57][CH2:56]2)=[O:54])[C:48]2[C:43](=[CH:44][CH:45]=[C:46]([F:59])[C:47]=2[Cl:17])[N:42]=1. (4) Given the reactants [P:1]([OH:13])([O:8][C:9]([CH3:12])([CH3:11])[CH3:10])([O:3][C:4]([CH3:7])([CH3:6])[CH3:5])=[O:2].[OH-].[CH2:15]([N+:19]([CH2:28][CH2:29][CH2:30][CH3:31])([CH2:24][CH2:25][CH2:26][CH3:27])[CH2:20][CH2:21][CH2:22][CH3:23])[CH2:16][CH2:17][CH3:18], predict the reaction product. The product is: [C:9]([O:8][P:1]([O-:13])([O:3][C:4]([CH3:7])([CH3:6])[CH3:5])=[O:2])([CH3:12])([CH3:11])[CH3:10].[CH2:28]([N+:19]([CH2:15][CH2:16][CH2:17][CH3:18])([CH2:20][CH2:21][CH2:22][CH3:23])[CH2:24][CH2:25][CH2:26][CH3:27])[CH2:29][CH2:30][CH3:31].